This data is from Forward reaction prediction with 1.9M reactions from USPTO patents (1976-2016). The task is: Predict the product of the given reaction. (1) Given the reactants [C:1]([O:9][CH2:10][CH2:11][NH:12][C:13](=[O:15])[CH3:14])(=[O:8])/[CH:2]=[CH:3]/[C:4]([O:6][CH3:7])=[O:5].[C:16](OC(=O)C)(=[O:18])[CH3:17].C([O-])(=O)C.[Na+], predict the reaction product. The product is: [C:1]([O:9][CH2:10][CH2:11][N:12]([C:16](=[O:18])[CH3:17])[C:13](=[O:15])[CH3:14])(=[O:8])/[CH:2]=[CH:3]/[C:4]([O:6][CH3:7])=[O:5]. (2) Given the reactants [F:1][C:2]1[CH:7]=[CH:6][C:5]([C:8](=O)[CH:9](O[Si](C(C)(C)C)(C)C)[C:10]2[CH:15]=[CH:14][N:13]=[CH:12][CH:11]=2)=[CH:4][CH:3]=1.[NH2:25][C:26]1[CH:31]=[CH:30][CH:29]=[C:28]([NH2:32])[N:27]=1.O.C1(C)C=CC(S(O)(=O)=O)=CC=1, predict the reaction product. The product is: [NH2:32][C:28]1[N:27]=[C:26]2[C:31]([C:9]([C:10]3[CH:11]=[CH:12][N:13]=[CH:14][CH:15]=3)=[C:8]([C:5]3[CH:4]=[CH:3][C:2]([F:1])=[CH:7][CH:6]=3)[NH:25]2)=[CH:30][CH:29]=1. (3) Given the reactants [Br-].[CH:2]([S:15][C:16](N)=[NH2+])([C:9]1[CH:14]=[CH:13][CH:12]=[CH:11][CH:10]=1)[C:3]1[CH:8]=[CH:7][CH:6]=[CH:5][CH:4]=1.ClC[C:21]([NH2:23])=[O:22], predict the reaction product. The product is: [CH:2]([S:15][CH2:16][C:21]([NH2:23])=[O:22])([C:3]1[CH:4]=[CH:5][CH:6]=[CH:7][CH:8]=1)[C:9]1[CH:10]=[CH:11][CH:12]=[CH:13][CH:14]=1. (4) Given the reactants [Br:1][C:2]1[N:7]=[CH:6][C:5]2[C:8]([CH:14]=[O:15])=[CH:9][N:10]([CH:11]([CH3:13])[CH3:12])[C:4]=2[CH:3]=1.CC(=CC)C.Cl([O-])=[O:22].[Na+].P(O)(O)([O-])=O.[Na+], predict the reaction product. The product is: [Br:1][C:2]1[N:7]=[CH:6][C:5]2[C:8]([C:14]([OH:22])=[O:15])=[CH:9][N:10]([CH:11]([CH3:12])[CH3:13])[C:4]=2[CH:3]=1. (5) Given the reactants [Cl:1][C:2]1[CH:6]=[N:5][N:4]([CH3:7])[C:3]=1[C:8]1[CH:9]=[C:10]([NH2:16])[CH:11]=[CH:12][C:13]=1[O:14][CH3:15].[Br:17][C:18]1[CH:23]=[CH:22][C:21]([N:24]=[C:25]=[O:26])=[CH:20][CH:19]=1, predict the reaction product. The product is: [Br:17][C:18]1[CH:23]=[CH:22][C:21]([NH:24][C:25]([NH:16][C:10]2[CH:11]=[CH:12][C:13]([O:14][CH3:15])=[C:8]([C:3]3[N:4]([CH3:7])[N:5]=[CH:6][C:2]=3[Cl:1])[CH:9]=2)=[O:26])=[CH:20][CH:19]=1.